From a dataset of Catalyst prediction with 721,799 reactions and 888 catalyst types from USPTO. Predict which catalyst facilitates the given reaction. Reactant: [C:1]([C:5]1[CH:10]=[CH:9][C:8](/[C:11](/[C:15]2[CH:20]=[CH:19][C:18]([Cl:21])=[C:17]([O:22][CH3:23])[N:16]=2)=[CH:12]\[CH2:13][OH:14])=[CH:7][CH:6]=1)([CH3:4])([CH3:3])[CH3:2].[C:24]1(O)[CH:29]=[CH:28][CH:27]=[CH:26][CH:25]=1.C(P(CCCC)CCCC)CCC. Product: [C:1]([C:5]1[CH:10]=[CH:9][C:8](/[C:11](/[C:15]2[N:16]=[C:17]([O:22][CH3:23])[C:18]([Cl:21])=[CH:19][CH:20]=2)=[CH:12]\[CH2:13][O:14][C:24]2[CH:29]=[CH:28][CH:27]=[CH:26][CH:25]=2)=[CH:7][CH:6]=1)([CH3:4])([CH3:2])[CH3:3]. The catalyst class is: 7.